Dataset: CYP2D6 inhibition data for predicting drug metabolism from PubChem BioAssay. Task: Regression/Classification. Given a drug SMILES string, predict its absorption, distribution, metabolism, or excretion properties. Task type varies by dataset: regression for continuous measurements (e.g., permeability, clearance, half-life) or binary classification for categorical outcomes (e.g., BBB penetration, CYP inhibition). Dataset: cyp2d6_veith. (1) The drug is O=C(O)Cc1c[nH]c2ccc(F)cc12. The result is 0 (non-inhibitor). (2) The drug is Cn1c(=N)c(S(=O)(=O)c2ccc(F)cc2)cc2c(=O)n3ccccc3nc21. The result is 1 (inhibitor). (3) The compound is O=[N+]([O-])c1ccc(N2CCCC2)cc1NCc1ccccc1. The result is 0 (non-inhibitor). (4) The drug is CCC(=O)NC(=S)Nc1ccc(S(=O)(=O)NC(C)=O)cc1. The result is 0 (non-inhibitor). (5) The drug is COc1cc2c(cc1OC)[C@H](C)NCC2. The result is 0 (non-inhibitor). (6) The compound is O=C(N/N=C1/C[C@@H](O)[C@@H](O)[C@H]2[C@@H]1CC[C@@H]1C(=O)N(C3CCCCC3)C(=O)[C@H]12)OCc1ccccc1. The result is 0 (non-inhibitor).